This data is from Forward reaction prediction with 1.9M reactions from USPTO patents (1976-2016). The task is: Predict the product of the given reaction. (1) Given the reactants [Br:1][C:2]1[CH:14]=[N:13][C:12]2[C:11]3[CH:10]=[CH:9][C:8]([S:15]([CH3:18])(=[O:17])=[O:16])=[CH:7][C:6]=3[NH:5][C:4]=2[CH:3]=1.[C:19]1([C@@H:25]([CH:27]2[CH2:32][CH2:31][O:30][CH2:29][CH2:28]2)O)[CH:24]=[CH:23][CH:22]=[CH:21][CH:20]=1.C1(P(C2C=CC=CC=2)C2C=CC=CC=2)C=CC=CC=1.CC(OC(/N=N/C(OC(C)C)=O)=O)C, predict the reaction product. The product is: [Br:1][C:2]1[CH:14]=[N:13][C:12]2[C:11]3[CH:10]=[CH:9][C:8]([S:15]([CH3:18])(=[O:17])=[O:16])=[CH:7][C:6]=3[N:5]([C@H:25]([C:19]3[CH:24]=[CH:23][CH:22]=[CH:21][CH:20]=3)[CH:27]3[CH2:28][CH2:29][O:30][CH2:31][CH2:32]3)[C:4]=2[CH:3]=1. (2) Given the reactants NO.C([N:6](CC)C(C)C)(C)C.[Br:12][C:13]1[C:14]([NH:19][C:20]([NH:22]C(OCC)=O)=S)=[N:15][CH:16]=[CH:17][CH:18]=1, predict the reaction product. The product is: [Br:12][C:13]1[C:14]2[N:15]([N:6]=[C:20]([NH2:22])[N:19]=2)[CH:16]=[CH:17][CH:18]=1. (3) Given the reactants C([CH2:3][C@@H:4]([NH:8][C:9]1[CH:14]=[CH:13][C:12](C(F)(F)F)=CC=1)[CH:5]([CH3:7])C)#N.[OH-:19].[Li+].Cl.[O:22]1[CH2:26][CH2:25][CH2:24][CH2:23]1, predict the reaction product. The product is: [N:8]1([C:4]2[CH:5]=[CH:7][C:24]([CH2:25][C:26]([OH:22])=[O:19])=[CH:23][CH:3]=2)[CH2:9][CH2:14][CH2:13][CH2:12]1. (4) Given the reactants Cl.[C:2]([NH:6][OH:7])([CH3:5])([CH3:4])[CH3:3].[CH:8]([C:10]1[C:15]([C:16]([OH:18])=[O:17])=[CH:14][C:13]([S:19]([OH:22])(=[O:21])=[O:20])=[CH:12][N:11]=1)=O, predict the reaction product. The product is: [C:2]([N+:6]([O-:7])=[CH:8][C:10]1[C:15]([C:16]([OH:18])=[O:17])=[CH:14][C:13]([S:19]([OH:22])(=[O:21])=[O:20])=[CH:12][N:11]=1)([CH3:5])([CH3:4])[CH3:3]. (5) Given the reactants [C:1]([O:4][C@@H:5]1[C@H:9]([O:10][C:11](=[O:13])[CH3:12])[C@@H:8]([C:14]#[CH:15])[O:7][C@H:6]1[N:16]1[CH:24]=[N:23][C:22]2[C:17]1=[N:18][CH:19]=[N:20][C:21]=2Cl)(=[O:3])[CH3:2].[OH:26][N:27]1[C:31]2[CH:32]=[CH:33][CH:34]=[CH:35][C:30]=2[N:29]=[N:28]1.Cl, predict the reaction product. The product is: [C:1]([O:4][C@@H:5]1[C@H:9]([O:10][C:11](=[O:13])[CH3:12])[C@@H:8]([C:14]#[CH:15])[O:7][C@H:6]1[N:16]1[CH:24]=[N:23][C:22]2[C:17]1=[N:18][CH:19]=[N:20][C:21]=2[O:26][N:27]1[C:31]2[CH:32]=[CH:33][CH:34]=[CH:35][C:30]=2[N:29]=[N:28]1)(=[O:3])[CH3:2]. (6) Given the reactants [OH:1][CH2:2][C:3]([CH3:8])([CH3:7])[C:4](=[O:6])[CH3:5].C(N(CC)CC)C.[S:16](Cl)([CH3:19])(=[O:18])=[O:17], predict the reaction product. The product is: [CH3:19][S:16]([O:1][CH2:2][C:3]([CH3:8])([CH3:7])[C:4](=[O:6])[CH3:5])(=[O:18])=[O:17]. (7) Given the reactants [F:1][CH2:2][CH2:3][CH2:4][O:5][C:6]1[CH:26]=[C:25]2[C:9]([CH2:10][C:11]3([C:18]42[NH:22][C:21](=[S:23])[C:20]([CH3:24])=[N:19]4)[CH2:16][CH2:15][CH:14]([OH:17])[CH2:13][CH2:12]3)=[CH:8][CH:7]=1.FS([C:31]([F:36])([F:35])C(O)=O)(=O)=O.O.CCOC(C)=O, predict the reaction product. The product is: [F:35][CH:31]([F:36])[O:17][CH:14]1[CH2:15][CH2:16][C:11]2([C:18]3([NH:22][C:21](=[S:23])[C:20]([CH3:24])=[N:19]3)[C:25]3[C:9](=[CH:8][CH:7]=[C:6]([O:5][CH2:4][CH2:3][CH2:2][F:1])[CH:26]=3)[CH2:10]2)[CH2:12][CH2:13]1. (8) Given the reactants [CH3:1][O:2][C:3]1[C:4]([C:23]([C:26]2[NH:36][C:29]3=[N:30][CH:31]=[C:32]([C:34]#[N:35])[CH:33]=[C:28]3[N:27]=2)([CH3:25])[CH3:24])=[C:5]2[C:9](=[C:10]([CH3:12])[CH:11]=1)[N:8](S(C1C=CC(C)=CC=1)(=O)=O)[CH:7]=[CH:6]2.[OH-].[K+].CC(C)CCN.Cl.C([O-])(O)=O.[Na+], predict the reaction product. The product is: [CH3:1][O:2][C:3]1[C:4]([C:23]([C:26]2[NH:36][C:29]3=[N:30][CH:31]=[C:32]([C:34]#[N:35])[CH:33]=[C:28]3[N:27]=2)([CH3:25])[CH3:24])=[C:5]2[C:9](=[C:10]([CH3:12])[CH:11]=1)[NH:8][CH:7]=[CH:6]2. (9) Given the reactants [C:1]1([C:7]2[C:16]3[CH:15]=[CH:14][CH:13]=[CH:12][C:11]=3[N:10]=[C:9]3[C:17]4[CH:18]=[CH:19][CH2:20][CH2:21][C:22]=4[C:23]([C:25]4[CH:30]=[CH:29][CH:28]=[CH:27][CH:26]=4)(O)[C:8]=23)[CH:6]=[CH:5][CH:4]=[CH:3][CH:2]=1.[CH:31]1[CH:36]=[CH:35][CH:34]=[CH:33][CH:32]=1.FC(F)(F)S(O)(=O)=O, predict the reaction product. The product is: [C:1]1([C:7]2[C:16]3[CH:15]=[CH:14][CH:13]=[CH:12][C:11]=3[N:10]=[C:9]3[C:17]4[CH:18]=[CH:19][CH2:20][CH2:21][C:22]=4[C:23]([C:31]4[CH:36]=[CH:35][CH:34]=[CH:33][CH:32]=4)([C:25]4[CH:30]=[CH:29][CH:28]=[CH:27][CH:26]=4)[C:8]=23)[CH:6]=[CH:5][CH:4]=[CH:3][CH:2]=1. (10) Given the reactants [NH2:1][C:2]1[C:3](C(O)=O)=[N:4][C:5]([C:16]2[CH:21]=[CH:20][C:19](=[O:22])[N:18]([CH:23]([CH3:25])[CH3:24])[CH:17]=2)=[C:6]([C:8]2[CH:13]=[CH:12][C:11]([O:14][CH3:15])=[CH:10][CH:9]=2)[N:7]=1, predict the reaction product. The product is: [NH2:1][C:2]1[N:7]=[C:6]([C:8]2[CH:13]=[CH:12][C:11]([O:14][CH3:15])=[CH:10][CH:9]=2)[C:5]([C:16]2[CH:21]=[CH:20][C:19](=[O:22])[N:18]([CH:23]([CH3:25])[CH3:24])[CH:17]=2)=[N:4][CH:3]=1.